From a dataset of Peptide-MHC class II binding affinity with 134,281 pairs from IEDB. Regression. Given a peptide amino acid sequence and an MHC pseudo amino acid sequence, predict their binding affinity value. This is MHC class II binding data. (1) The peptide sequence is DIIEGPVKNVAVPLY. The MHC is DRB1_0301 with pseudo-sequence DRB1_0301. The binding affinity (normalized) is 0.0534. (2) The peptide sequence is DKSKPKVYQWFDL. The MHC is DRB1_1501 with pseudo-sequence DRB1_1501. The binding affinity (normalized) is 0.574. (3) The peptide sequence is VVVHITDDNEEPIAA. The MHC is HLA-DPA10201-DPB11401 with pseudo-sequence HLA-DPA10201-DPB11401. The binding affinity (normalized) is 0.0221. (4) The peptide sequence is ANGKLHDKKSMGDDH. The MHC is DRB1_1302 with pseudo-sequence DRB1_1302. The binding affinity (normalized) is 0.187. (5) The peptide sequence is LKGIQSLRKLSSVCL. The MHC is DRB3_0101 with pseudo-sequence DRB3_0101. The binding affinity (normalized) is 0. (6) The peptide sequence is KLLEYSNQNEKVFEE. The MHC is DRB1_0101 with pseudo-sequence DRB1_0101. The binding affinity (normalized) is 0.326. (7) The peptide sequence is SQDLELSWNLNFLQAY. The MHC is DRB1_0802 with pseudo-sequence DRB1_0802. The binding affinity (normalized) is 0.134. (8) The peptide sequence is EELQIVDKIDAAFKI. The MHC is DRB5_0101 with pseudo-sequence DRB5_0101. The binding affinity (normalized) is 0.659.